This data is from Peptide-MHC class I binding affinity with 185,985 pairs from IEDB/IMGT. The task is: Regression. Given a peptide amino acid sequence and an MHC pseudo amino acid sequence, predict their binding affinity value. This is MHC class I binding data. (1) The peptide sequence is AEQASQEVKNW. The MHC is HLA-B44:02 with pseudo-sequence HLA-B44:02. The binding affinity (normalized) is 0.716. (2) The peptide sequence is AEFTFQLNL. The MHC is HLA-B45:01 with pseudo-sequence HLA-B45:01. The binding affinity (normalized) is 0.506. (3) The peptide sequence is VEVEPGSSF. The MHC is HLA-B15:03 with pseudo-sequence HLA-B15:03. The binding affinity (normalized) is 0.953. (4) The peptide sequence is FMTLVPVLEK. The MHC is HLA-A33:01 with pseudo-sequence HLA-A33:01. The binding affinity (normalized) is 0.723. (5) The peptide sequence is AFHTPAFDK. The MHC is HLA-A68:01 with pseudo-sequence HLA-A68:01. The binding affinity (normalized) is 0.163. (6) The peptide sequence is SCLENFRAYV. The MHC is HLA-A02:02 with pseudo-sequence HLA-A02:02. The binding affinity (normalized) is 0.584.